This data is from Catalyst prediction with 721,799 reactions and 888 catalyst types from USPTO. The task is: Predict which catalyst facilitates the given reaction. (1) Product: [C:1]([C:3]1[CH:4]=[C:5]([C:13]2[O:15][N:49]=[C:50]([C:51]3[CH:68]=[CH:67][C:54]4[CH2:55][CH2:56][N:57]([C:60]([O:62][C:63]([CH3:64])([CH3:65])[CH3:66])=[O:61])[CH2:58][CH2:59][C:53]=4[CH:52]=3)[N:69]=2)[CH:6]=[N:7][C:8]=1[NH:9][CH:10]([CH3:11])[CH3:12])#[N:2]. The catalyst class is: 39. Reactant: [C:1]([C:3]1[CH:4]=[C:5]([C:13]([OH:15])=O)[CH:6]=[N:7][C:8]=1[NH:9][CH:10]([CH3:12])[CH3:11])#[N:2].C(N1CCOCC1)C.CN(C(ON1N=NC2C=CC=NC1=2)=[N+](C)C)C.F[P-](F)(F)(F)(F)F.O[NH:49][C:50](=[NH:69])[C:51]1[CH:68]=[CH:67][C:54]2[CH2:55][CH2:56][N:57]([C:60]([O:62][C:63]([CH3:66])([CH3:65])[CH3:64])=[O:61])[CH2:58][CH2:59][C:53]=2[CH:52]=1. (2) Reactant: [C:1]1([CH3:11])[CH:6]=[CH:5][C:4]([S:7](Cl)(=[O:9])=[O:8])=[CH:3][CH:2]=1.[NH2:12][C:13]1[C:14]2[C:21]([I:22])=[CH:20][N:19]([C@@H:23]3[CH2:26][C@H:25]([CH2:27][OH:28])[CH2:24]3)[C:15]=2[N:16]=[CH:17][N:18]=1. Product: [NH2:12][C:13]1[C:14]2[C:21]([I:22])=[CH:20][N:19]([C@@H:23]3[CH2:24][C@H:25]([CH2:27][O:28][S:7]([C:4]4[CH:5]=[CH:6][C:1]([CH3:11])=[CH:2][CH:3]=4)(=[O:9])=[O:8])[CH2:26]3)[C:15]=2[N:16]=[CH:17][N:18]=1. The catalyst class is: 17. (3) Reactant: [CH3:1][C:2]1([CH3:28])[CH2:5][CH:4]([CH:6]([NH:16][C:17]2[CH:18]=[N:19][C:20]3[C:25]([CH:26]=2)=[CH:24][CH:23]=[C:22]([F:27])[CH:21]=3)[C:7]2[CH:15]=[CH:14][C:10]([C:11](O)=[O:12])=[CH:9][CH:8]=2)[CH2:3]1.Cl.[CH2:30]([O:32][C:33](=[O:37])[CH2:34][CH2:35][NH2:36])[CH3:31].ON1C2N=CC=CC=2N=N1.Cl.C(N=C=NCCCN(C)C)C.C(N(CC)CC)C. Product: [CH3:1][C:2]1([CH3:28])[CH2:3][CH:4]([CH:6]([NH:16][C:17]2[CH:18]=[N:19][C:20]3[C:25]([CH:26]=2)=[CH:24][CH:23]=[C:22]([F:27])[CH:21]=3)[C:7]2[CH:15]=[CH:14][C:10]([C:11]([NH:36][CH2:35][CH2:34][C:33]([O:32][CH2:30][CH3:31])=[O:37])=[O:12])=[CH:9][CH:8]=2)[CH2:5]1. The catalyst class is: 2. (4) Reactant: [CH3:1][N:2]1[CH:6]=[C:5]([C:7]2[N:16]=[CH:15][CH:14]=[C:13]3[C:8]=2[CH:9]=[C:10]([OH:17])[N:11]=[CH:12]3)[CH:4]=[N:3]1.[O:18](S(C(F)(F)F)(=O)=O)[S:19]([C:22]([F:25])([F:24])[F:23])(=O)=[O:20].C(N(CC)CC)C. Product: [F:23][C:22]([F:25])([F:24])[S:19]([O:17][C:10]1[N:11]=[CH:12][C:13]2[C:8]([CH:9]=1)=[C:7]([C:5]1[CH:4]=[N:3][N:2]([CH3:1])[CH:6]=1)[N:16]=[CH:15][CH:14]=2)(=[O:20])=[O:18]. The catalyst class is: 2.